Dataset: Full USPTO retrosynthesis dataset with 1.9M reactions from patents (1976-2016). Task: Predict the reactants needed to synthesize the given product. (1) Given the product [Br:1][C:2]1[CH:9]=[CH:8][C:5]([C:6](=[O:16])[CH2:11][CH3:12])=[CH:4][C:3]=1[CH3:10], predict the reactants needed to synthesize it. The reactants are: [Br:1][C:2]1[CH:9]=[CH:8][C:5]([C:6]#N)=[CH:4][C:3]=1[CH3:10].[CH2:11]([Mg]Br)[CH3:12].Cl.[O:16]1CCOCC1. (2) Given the product [ClH:16].[OH:11][CH2:10][C@H:9]1[NH:8][CH2:14][C@H:13]([OH:15])[CH2:12]1, predict the reactants needed to synthesize it. The reactants are: C([N:8]1[CH2:14][C@H:13]([OH:15])[CH2:12][C@H:9]1[CH2:10][OH:11])(OC(C)(C)C)=O.[ClH:16].O1CCOCC1. (3) Given the product [O:47]=[C:45]1[N:44]([C:48]2[CH:57]=[CH:56][C:55]3[CH2:54][C:68](=[O:67])[CH2:69][CH2:70][CH2:71][C:50]=3[CH:49]=2)[CH2:43][C@H:42]([CH2:41][NH:37][C:38](=[O:40])[CH3:39])[O:46]1, predict the reactants needed to synthesize it. The reactants are: [I-].C[P+](C1C=CC=CC=1)(C1C=CC=CC=1)C1C=CC=CC=1.C[Si](C)(C)[N-][Si](C)(C)C.[K+].COC1C=C(OC)C=CC=1C[N:37]([CH2:41][C@@H:42]1[O:46][C:45](=[O:47])[N:44]([C:48]2[CH:57]=[CH:56][C:55]3[C:54](=O)CCC[C:50]=3[CH:49]=2)[CH2:43]1)[C:38](=[O:40])[CH3:39].[Cl-].[NH4+].[O:67]1[CH2:71][CH2:70][CH2:69][CH2:68]1. (4) Given the product [C:1]1([CH:7]([CH3:11])[C:8]([NH:16][C:17]2[CH:22]=[CH:21][C:20]([N:23]3[C:29](=[O:30])[CH2:28][C:27](=[O:31])[NH:26][C:25]4[C:32]5[C:37]([CH:38]=[CH:39][C:24]3=4)=[CH:36][CH:35]=[CH:34][CH:33]=5)=[CH:19][CH:18]=2)=[O:10])[CH:2]=[CH:3][CH:4]=[CH:5][CH:6]=1, predict the reactants needed to synthesize it. The reactants are: [C:1]1([CH:7]([CH3:11])[C:8]([OH:10])=O)[CH:6]=[CH:5][CH:4]=[CH:3][CH:2]=1.S(Cl)(Cl)=O.[NH2:16][C:17]1[CH:22]=[CH:21][C:20]([N:23]2[C:29](=[O:30])[CH2:28][C:27](=[O:31])[NH:26][C:25]3[C:32]4[C:37]([CH:38]=[CH:39][C:24]2=3)=[CH:36][CH:35]=[CH:34][CH:33]=4)=[CH:19][CH:18]=1. (5) The reactants are: [CH3:1][O:2][CH2:3][CH:4]([N:8]1[C:17]2[C:12](=[CH:13][C:14]([C:18]3[CH:19]=[N:20][C:21]([NH:33][C:34]([NH:36][CH2:37][CH3:38])=[O:35])=[CH:22][C:23]=3[C:24]3[S:25][CH:26]=[C:27]([C:29]([F:32])([F:31])[F:30])[N:28]=3)=[CH:15][CH:16]=2)[C:11](=[O:39])[C:10]([C:40]([OH:42])=[O:41])=[CH:9]1)[CH2:5][O:6][CH3:7].C(=O)([O-])[O-].[K+].[K+].[C:49]([O:52][CH2:53]Br)(=[O:51])[CH3:50]. Given the product [CH3:7][O:6][CH2:5][CH:4]([N:8]1[C:17]2[C:12](=[CH:13][C:14]([C:18]3[CH:19]=[N:20][C:21]([NH:33][C:34]([NH:36][CH2:37][CH3:38])=[O:35])=[CH:22][C:23]=3[C:24]3[S:25][CH:26]=[C:27]([C:29]([F:30])([F:31])[F:32])[N:28]=3)=[CH:15][CH:16]=2)[C:11](=[O:39])[C:10]([C:40]([O:42][CH2:53][O:52][C:49](=[O:51])[CH3:50])=[O:41])=[CH:9]1)[CH2:3][O:2][CH3:1], predict the reactants needed to synthesize it. (6) Given the product [CH:1]([N:14]1[CH2:17][CH:16]([CH2:18][O:19][C:20]2[C:28]([CH:29]3[CH2:31][CH2:30]3)=[CH:27][C:23]([C:24]([NH:40][S:37]([CH2:36][CH2:35][Si:34]([CH3:42])([CH3:41])[CH3:33])(=[O:39])=[O:38])=[O:26])=[C:22]([F:32])[CH:21]=2)[CH2:15]1)([C:2]1[CH:7]=[CH:6][CH:5]=[CH:4][CH:3]=1)[C:8]1[CH:13]=[CH:12][CH:11]=[CH:10][CH:9]=1, predict the reactants needed to synthesize it. The reactants are: [CH:1]([N:14]1[CH2:17][CH:16]([CH2:18][O:19][C:20]2[C:28]([CH:29]3[CH2:31][CH2:30]3)=[CH:27][C:23]([C:24]([OH:26])=O)=[C:22]([F:32])[CH:21]=2)[CH2:15]1)([C:8]1[CH:13]=[CH:12][CH:11]=[CH:10][CH:9]=1)[C:2]1[CH:7]=[CH:6][CH:5]=[CH:4][CH:3]=1.[CH3:33][Si:34]([CH3:42])([CH3:41])[CH2:35][CH2:36][S:37]([NH2:40])(=[O:39])=[O:38].CN(C(ON1N=NC2C=CC=CC1=2)=[N+](C)C)C.F[P-](F)(F)(F)(F)F.CCN(C(C)C)C(C)C. (7) Given the product [CH2:22]([N:11]([CH2:10][C:9]([N:8]([C:30]1[CH:31]=[CH:32][C:33]([OH:39])=[C:34]([CH:38]=1)[C:35]([OH:37])=[O:36])[CH2:1][C:2]1[CH:3]=[CH:4][C:5]([N:42]2[CH2:20][CH2:15][CH2:16][CH2:41][CH2:40]2)=[CH:6][CH:7]=1)=[O:29])[S:12]([C:15]1[CH:16]=[CH:17][C:18]([C:21]2[CH:6]=[CH:7][CH:2]=[CH:3][CH:4]=2)=[CH:19][CH:20]=1)(=[O:14])=[O:13])[C:23]1[CH:28]=[CH:27][CH:26]=[CH:25][CH:24]=1, predict the reactants needed to synthesize it. The reactants are: [CH2:1]([N:8]([C:30]1[CH:31]=[CH:32][C:33]([OH:39])=[C:34]([CH:38]=1)[C:35]([OH:37])=[O:36])[C:9](=[O:29])[CH2:10][N:11]([CH2:22][C:23]1[CH:28]=[CH:27][CH:26]=[CH:25][CH:24]=1)[S:12]([C:15]1[CH:20]=[CH:19][C:18]([CH3:21])=[CH:17][CH:16]=1)(=[O:14])=[O:13])[C:2]1[CH:7]=[CH:6][CH:5]=[CH:4][CH:3]=1.[C:40](#[N:42])[CH3:41].